This data is from Reaction yield outcomes from USPTO patents with 853,638 reactions. The task is: Predict the reaction yield, written as a fraction of the theoretical maximum amount of product (1.0 means a 100% yield; for example, 0.34 means a 34% yield). (1) The reactants are [CH2:1]([O:3][C:4]([C:6]1[CH:7]=[C:8]2[C:13](=[CH:14][CH:15]=1)[NH:12][CH:11]([C:16]1[CH:21]=[CH:20][CH:19]=[C:18](Br)[CH:17]=1)[C:10]([CH3:24])([CH3:23])[CH2:9]2)=[O:5])[CH3:2].[CH3:25][N:26]1[CH2:31][CH2:30][NH:29][CH2:28][CH2:27]1.Cl.CN(C)CC(O)=O.C(=O)([O-])[O-].[K+].[K+]. The catalyst is CS(C)=O.[Cu]I. The product is [CH2:1]([O:3][C:4]([C:6]1[CH:7]=[C:8]2[C:13](=[CH:14][CH:15]=1)[NH:12][CH:11]([C:16]1[CH:21]=[CH:20][CH:19]=[C:18]([N:29]3[CH2:30][CH2:31][N:26]([CH3:25])[CH2:27][CH2:28]3)[CH:17]=1)[C:10]([CH3:24])([CH3:23])[CH2:9]2)=[O:5])[CH3:2]. The yield is 0.800. (2) The reactants are [F:1][C:2]([F:7])([F:6])[C:3]([OH:5])=[O:4].[NH2:8][CH2:9][C:10]([N:12]1[CH2:17][CH2:16][CH:15]([C:18]2[CH:23]=[CH:22][C:21]([NH:24][C:25]([C:27]3[NH:28][CH:29]=[C:30]([C:32]#[N:33])[N:31]=3)=[O:26])=[C:20]([C:34]3[CH2:39][CH2:38][CH2:37][CH2:36][CH:35]=3)[CH:19]=2)[CH2:14][CH2:13]1)=[O:11].[BH-](OC(C)=O)(OC(C)=O)[O:41][C:42]([CH3:44])=O.[Na+].C(C=O)=O. The catalyst is C(Cl)Cl. The product is [C:3]([OH:5])([C:2]([F:7])([F:6])[F:1])=[O:4].[F:1][C:2]([F:7])([F:6])[C:3]([OH:5])=[O:4].[C:34]1([C:20]2[CH:19]=[C:18]([CH:15]3[CH2:16][CH2:17][N:12]([C:10](=[O:11])[CH2:9][NH:8][CH2:44][CH2:42][OH:41])[CH2:13][CH2:14]3)[CH:23]=[CH:22][C:21]=2[NH:24][C:25]([C:27]2[NH:28][CH:29]=[C:30]([C:32]#[N:33])[N:31]=2)=[O:26])[CH2:39][CH2:38][CH2:37][CH2:36][CH:35]=1. The yield is 0.00100. (3) The reactants are C([N-]C(C)C)(C)C.[Li+].[I:9][C:10]1[S:11][CH:12]=[CH:13][CH:14]=1.CON(C)[C:18](=[O:21])[CH2:19][CH3:20]. The catalyst is C1COCC1.CCCCCCC.C(C1C=CC=CC=1)C.C1COCC1. The product is [I:9][C:10]1[S:11][C:12]([C:18](=[O:21])[CH2:19][CH3:20])=[CH:13][CH:14]=1. The yield is 0.490. (4) The reactants are [BH4-].[Na+].[CH3:3][C:4]1[NH:8][N:7]=[C:6]([NH:9][C:10]2[C:19]3[C:14](=[CH:15][CH:16]=[CH:17][CH:18]=3)[C:13](=[O:20])[N:12]([CH2:21][C:22](=[O:29])[C:23]3[CH:28]=[CH:27][CH:26]=[CH:25][CH:24]=3)[N:11]=2)[CH:5]=1. The catalyst is O1CCCC1. The product is [OH:29][CH:22]([C:23]1[CH:24]=[CH:25][CH:26]=[CH:27][CH:28]=1)[CH2:21][N:12]1[N:11]=[C:10]([NH:9][C:6]2[CH:5]=[C:4]([CH3:3])[NH:8][N:7]=2)[C:19]2[C:14](=[CH:15][CH:16]=[CH:17][CH:18]=2)[C:13]1=[O:20]. The yield is 0.120. (5) The reactants are [Cl:1][C:2]1[C:3]([NH:16][CH:17]2[CH2:31][CH:20]3[CH2:21][N:22](C(OC(C)(C)C)=O)[CH2:23][CH:19]3[CH2:18]2)=[N:4][C:5]([NH:8][C:9]2[CH:13]=[C:12]([CH3:14])[N:11]([CH3:15])[N:10]=2)=[N:6][CH:7]=1.Cl.CCOC(C)=O. The catalyst is C(Cl)Cl. The product is [Cl:1][C:2]1[C:3]([NH:16][CH:17]2[CH2:31][CH:20]3[CH2:21][NH:22][CH2:23][CH:19]3[CH2:18]2)=[N:4][C:5]([NH:8][C:9]2[CH:13]=[C:12]([CH3:14])[N:11]([CH3:15])[N:10]=2)=[N:6][CH:7]=1. The yield is 1.00.